This data is from Forward reaction prediction with 1.9M reactions from USPTO patents (1976-2016). The task is: Predict the product of the given reaction. (1) Given the reactants [N+:1]([C:4]1[N:9]=[CH:8][C:7]([O:10][C:11]2[CH:16]=[CH:15][N:14]=[C:13]([NH:17][C:18]([CH:20]3[CH2:22][CH2:21]3)=[O:19])[CH:12]=2)=[CH:6][CH:5]=1)([O-])=O.O.NN, predict the reaction product. The product is: [NH2:1][C:4]1[N:9]=[CH:8][C:7]([O:10][C:11]2[CH:16]=[CH:15][N:14]=[C:13]([NH:17][C:18]([CH:20]3[CH2:21][CH2:22]3)=[O:19])[CH:12]=2)=[CH:6][CH:5]=1. (2) Given the reactants [Al+3].[Cl-].[Cl-].[Cl-].CN(C=O)C.C[O:11][C:12]1[CH:20]=[C:19]([O:21][CH3:22])[C:18]([O:23][CH3:24])=[CH:17][C:13]=1[C:14]([OH:16])=[O:15].Cl, predict the reaction product. The product is: [OH:11][C:12]1[CH:20]=[C:19]([O:21][CH3:22])[C:18]([O:23][CH3:24])=[CH:17][C:13]=1[C:14]([OH:16])=[O:15]. (3) Given the reactants [CH2:1]([O:8][CH2:9][C:10]([CH3:32])([CH3:31])[C:11]([O:13][C:14]1[C:15]([F:30])=[C:16]([C:24]2[CH:29]=[CH:28][CH:27]=[CH:26][CH:25]=2)[C:17]([CH3:23])=[C:18]([C:21]#[N:22])[C:19]=1[NH2:20])=O)[C:2]1[CH:7]=[CH:6][CH:5]=[CH:4][CH:3]=1.O.C1(C)C=CC(S(O)(=O)=O)=CC=1.C1(C)C=CC=CC=1, predict the reaction product. The product is: [CH2:1]([O:8][CH2:9][C:10]([C:11]1[O:13][C:14]2[C:19](=[C:18]([C:21]#[N:22])[C:17]([CH3:23])=[C:16]([C:24]3[CH:29]=[CH:28][CH:27]=[CH:26][CH:25]=3)[C:15]=2[F:30])[N:20]=1)([CH3:32])[CH3:31])[C:2]1[CH:7]=[CH:6][CH:5]=[CH:4][CH:3]=1. (4) Given the reactants [I:1][C:2]1[CH:3]=[N:4][C:5]2[C:10]([CH:11]=1)=[CH:9][C:8]([O:12][CH:13]([S:17][CH3:18])[C:14]([OH:16])=O)=[CH:7][C:6]=2[CH3:19].[C:20]([NH2:24])([CH3:23])([CH3:22])[CH3:21], predict the reaction product. The product is: [C:20]([NH:24][C:14](=[O:16])[CH:13]([O:12][C:8]1[CH:9]=[C:10]2[C:5](=[C:6]([CH3:19])[CH:7]=1)[N:4]=[CH:3][C:2]([I:1])=[CH:11]2)[S:17][CH3:18])([CH3:23])([CH3:22])[CH3:21]. (5) Given the reactants [CH3:1][O:2][C:3]1[CH:8]=[CH:7][C:6]([C:9]2[CH:14]=[CH:13][C:12]([O:15][CH:16]3[CH2:21][CH2:20]CCO3)=[CH:11][CH:10]=2)=[C:5]([CH2:22][CH2:23][CH3:24])[CH:4]=1.CC1C=CC(S(O)(=O)=O)=CC=1.C1(O)C=CC=CC=1, predict the reaction product. The product is: [CH2:16]([O:15][C:12]1[CH:11]=[CH:10][C:9]([C:6]2[CH:7]=[CH:8][C:3]([O:2][CH3:1])=[CH:4][C:5]=2[CH2:22][CH2:23][CH3:24])=[CH:14][CH:13]=1)[CH:21]=[CH2:20]. (6) Given the reactants [CH3:1][C:2]1[CH:26]=[CH:25][C:5]2[N:6]3[CH:24]=[CH:23][CH:22]=[C:7]3[C:8]3([CH2:14][CH2:13][N:12]([C:15]([O:17][C:18]([CH3:21])([CH3:20])[CH3:19])=[O:16])[CH2:11][CH2:10]3)[O:9][C:4]=2[CH:3]=1.Cl[S:28](N=C=O)(=[O:30])=[O:29].C[N:35]([CH:37]=[O:38])C.C1C[O:42][CH2:41]C1, predict the reaction product. The product is: [CH3:41][O:42][S:28]([NH:35][C:37]([C:24]1[N:6]2[C:7]([C:8]3([CH2:14][CH2:13][N:12]([C:15]([O:17][C:18]([CH3:21])([CH3:19])[CH3:20])=[O:16])[CH2:11][CH2:10]3)[O:9][C:4]3[CH:3]=[C:2]([CH3:1])[CH:26]=[CH:25][C:5]=32)=[CH:22][CH:23]=1)=[O:38])(=[O:29])=[O:30]. (7) Given the reactants [NH2:1][C:2]1[CH:7]=[CH:6][C:5]([N:8]2[C:15](=[S:16])[N:14]([C:17]3[CH:18]=[C:19]([C:25]([F:28])([F:27])[F:26])[C:20]([C:23]#[N:24])=[N:21][CH:22]=3)[C:13](=[O:29])[C:9]32[CH2:12][CH2:11][CH2:10]3)=[CH:4][C:3]=1[OH:30].[CH2:31](OC(OCC)OCC)C, predict the reaction product. The product is: [O:30]1[C:3]2[CH:4]=[C:5]([N:8]3[C:15](=[S:16])[N:14]([C:17]4[CH:18]=[C:19]([C:25]([F:28])([F:27])[F:26])[C:20]([C:23]#[N:24])=[N:21][CH:22]=4)[C:13](=[O:29])[C:9]43[CH2:12][CH2:11][CH2:10]4)[CH:6]=[CH:7][C:2]=2[N:1]=[CH:31]1.